Predict the product of the given reaction. From a dataset of Forward reaction prediction with 1.9M reactions from USPTO patents (1976-2016). (1) The product is: [CH2:1]([O:3][C:4]([C:6]1([C:9]2[CH:14]=[CH:13][C:12]([C:15]3[CH:20]=[CH:19][C:18]([C:21]4[S:22][C:23]([Cl:29])=[CH:24][C:25]=4[NH:32][C:37]([O:67][CH:65]([C:61]4[C:60]([Cl:59])=[CH:64][S:63][CH:62]=4)[CH3:66])=[O:41])=[CH:17][C:16]=3[O:30][CH3:31])=[CH:11][CH:10]=2)[CH2:7][CH2:8]1)=[O:5])[CH3:2]. Given the reactants [CH2:1]([O:3][C:4]([C:6]1([C:9]2[CH:14]=[CH:13][C:12]([C:15]3[CH:20]=[CH:19][C:18]([C:21]4[S:22][C:23]([Cl:29])=[CH:24][C:25]=4C(=O)N)=[CH:17][C:16]=3[O:30][CH3:31])=[CH:11][CH:10]=2)[CH2:8][CH2:7]1)=[O:5])[CH3:2].[N:32]1[CH:37]=CC=CC=1.FC(F)(F)C(OI(C1C=CC=CC=1)OC(=O)C(F)(F)F)=[O:41].[Cl:59][C:60]1[C:61]([CH:65]([OH:67])[CH3:66])=[CH:62][S:63][CH:64]=1, predict the reaction product. (2) Given the reactants Br[C:2]1[CH:3]=[C:4]([CH:11]=[CH:12][C:13]=1[Cl:14])[C:5]([N:7]([O:9][CH3:10])[CH3:8])=[O:6].[Cl:15][C:16]1[CH:21]=[CH:20][C:19](B(O)O)=[CH:18][CH:17]=1.C([O-])([O-])=O.[K+].[K+], predict the reaction product. The product is: [Cl:15][C:16]1[CH:21]=[CH:20][C:19]([C:2]2[C:13]([Cl:14])=[CH:12][CH:11]=[C:4]([C:5]([N:7]([O:9][CH3:10])[CH3:8])=[O:6])[CH:3]=2)=[CH:18][CH:17]=1. (3) Given the reactants N#N.[Si:3]([O:10][CH2:11][C:12]1[O:13][CH:14]=[C:15]([C:17]2([OH:20])[CH2:19][CH2:18]2)[N:16]=1)([C:6]([CH3:9])([CH3:8])[CH3:7])([CH3:5])[CH3:4].[C:21](Cl)(=[O:26])[C:22]([CH3:25])([CH3:24])[CH3:23].[NH4+].[Cl-], predict the reaction product. The product is: [C:21]([O:20][C:17]1([C:15]2[N:16]=[C:12]([CH2:11][O:10][Si:3]([C:6]([CH3:9])([CH3:7])[CH3:8])([CH3:5])[CH3:4])[O:13][CH:14]=2)[CH2:18][CH2:19]1)(=[O:26])[C:22]([CH3:25])([CH3:24])[CH3:23]. (4) Given the reactants C[C@H](O[C:6]1[N:7]=[CH:8][C:9]([C:12]([OH:14])=[O:13])=[N:10][CH:11]=1)C#C.[F:15][C:16]([F:21])([F:20])[CH:17]([OH:19])[CH3:18].ClC1N=CC(C(OC(C)(C)C)=O)=NC=1, predict the reaction product. The product is: [F:15][C:16]([F:21])([F:20])[CH:17]([O:19][C:6]1[N:7]=[CH:8][C:9]([C:12]([OH:14])=[O:13])=[N:10][CH:11]=1)[CH3:18]. (5) Given the reactants [NH:1]1[CH2:5][CH2:4][CH2:3][CH2:2]1.[CH2:6]([O:13][N:14]1[C:19](=[O:20])[C:18]2[CH:21]=[C:22]([F:26])[C:23](Cl)=[N:24][C:17]=2[N:16]([C:27]2[CH:32]=[CH:31][C:30]([F:33])=[CH:29][C:28]=2[F:34])[C:15]1=[O:35])[C:7]1[CH:12]=[CH:11][CH:10]=[CH:9][CH:8]=1.C(N(CC)CC)C, predict the reaction product. The product is: [CH2:6]([O:13][N:14]1[C:19](=[O:20])[C:18]2[CH:21]=[C:22]([F:26])[C:23]([N:1]3[CH2:5][CH2:4][CH2:3][CH2:2]3)=[N:24][C:17]=2[N:16]([C:27]2[CH:32]=[CH:31][C:30]([F:33])=[CH:29][C:28]=2[F:34])[C:15]1=[O:35])[C:7]1[CH:12]=[CH:11][CH:10]=[CH:9][CH:8]=1. (6) Given the reactants CO[CH2:3][N:4]([CH2:20][Si](C)(C)C)[CH2:5][CH2:6][C:7]1[CH:12]=[CH:11][CH:10]=[CH:9][C:8]=1[N:13]1[CH2:18][CH2:17][CH2:16][CH2:15][C:14]1=[O:19].[CH:25]([C:27]1[S:28][CH:29]=[C:30]([CH3:32])[N:31]=1)=[CH2:26].[C:33]([OH:38])(=[O:37])[C:34]([OH:36])=[O:35], predict the reaction product. The product is: [C:33]([OH:38])(=[O:37])[C:34]([OH:36])=[O:35].[CH3:32][C:30]1[N:31]=[C:27]([CH:25]2[CH2:26][CH2:20][N:4]([CH2:5][CH2:6][C:7]3[CH:12]=[CH:11][CH:10]=[CH:9][C:8]=3[N:13]3[CH2:18][CH2:17][CH2:16][CH2:15][C:14]3=[O:19])[CH2:3]2)[S:28][CH:29]=1. (7) Given the reactants [Br:1][C:2]1[CH:3]=[C:4]([CH:8]=[CH:9][C:10]=1[CH3:11])[C:5]([NH2:7])=O.C(O)C, predict the reaction product. The product is: [Br:1][C:2]1[CH:3]=[C:4]([CH2:5][NH2:7])[CH:8]=[CH:9][C:10]=1[CH3:11].